The task is: Predict the reactants needed to synthesize the given product.. This data is from Full USPTO retrosynthesis dataset with 1.9M reactions from patents (1976-2016). (1) The reactants are: [CH:1]([O:4][C:5](=[O:28])[NH:6][C@@H:7]1[CH2:27][C:10]2[N:11]([CH2:20][C:21]3[CH:26]=[CH:25][CH:24]=[CH:23][N:22]=3)[C:12]3[CH:13]=[CH:14][C:15]([C:18]#N)=[CH:16][C:17]=3[C:9]=2[CH2:8]1)([CH3:3])[CH3:2].C[OH:30]. Given the product [CH:1]([O:4][C:5](=[O:28])[NH:6][C@@H:7]1[CH2:27][C:10]2[N:11]([CH2:20][C:21]3[CH:26]=[CH:25][CH:24]=[CH:23][N:22]=3)[C:12]3[CH:13]=[CH:14][C:15]([CH:18]=[O:30])=[CH:16][C:17]=3[C:9]=2[CH2:8]1)([CH3:2])[CH3:3], predict the reactants needed to synthesize it. (2) Given the product [CH:1]1([O:6][C:7]2[C:8]([C:26]3[CH:35]=[CH:34][C:33]4[C:28](=[CH:29][CH:30]=[CH:31][CH:32]=4)[CH:27]=3)=[CH:9][C:10]([CH2:20][CH2:21][C:22]([O:24][CH3:25])=[O:23])=[CH:11][C:12]=2[N:13]([CH3:40])[C:14](=[O:19])[C:15]([F:17])([F:16])[F:18])[CH2:5][CH2:4][CH2:3][CH2:2]1, predict the reactants needed to synthesize it. The reactants are: [CH:1]1([O:6][C:7]2[C:12]([NH:13][C:14](=[O:19])[C:15]([F:18])([F:17])[F:16])=[CH:11][C:10]([CH2:20][CH2:21][C:22]([O:24][CH3:25])=[O:23])=[CH:9][C:8]=2[C:26]2[CH:35]=[CH:34][C:33]3[C:28](=[CH:29][CH:30]=[CH:31][CH:32]=3)[CH:27]=2)[CH2:5][CH2:4][CH2:3][CH2:2]1.[H-].[Na+].CI.[C:40](OCC)(=O)C. (3) Given the product [CH3:1][O:2][C:3]([C:5]1[S:9][C:8]([S:17]([CH3:13])(=[O:19])=[O:16])=[N:7][C:6]=1[NH2:12])=[O:4], predict the reactants needed to synthesize it. The reactants are: [CH3:1][O:2][C:3]([C:5]1[S:9][C:8](SC)=[N:7][C:6]=1[NH2:12])=[O:4].[CH3:13]O.O[O:16][S:17]([O-:19])=O.[K+]. (4) Given the product [CH3:8][C:1]1[CH:2]=[C:3]([CH3:7])[CH:4]=[CH:5][C:6]=1[C:9](=[O:15])/[CH:10]=[CH:11]/[C:12]([OH:14])=[O:13], predict the reactants needed to synthesize it. The reactants are: [C:1]1([CH3:8])[CH:6]=[CH:5][CH:4]=[C:3]([CH3:7])[CH:2]=1.[C:9]1(=[O:15])[O:14][C:12](=[O:13])[CH:11]=[CH:10]1.[Cl-].[Al+3].[Cl-].[Cl-].Cl. (5) Given the product [NH:1]1[CH:5]=[C:4]([CH:6]([NH:7][S:8]([C:10]([CH3:13])([CH3:12])[CH3:11])=[O:9])[CH3:14])[N:3]=[N:2]1, predict the reactants needed to synthesize it. The reactants are: [NH:1]1[CH:5]=[C:4]([CH:6]=[N:7][S:8]([C:10]([CH3:13])([CH3:12])[CH3:11])=[O:9])[N:3]=[N:2]1.[CH3:14][Mg]Br.C(OCC)C. (6) Given the product [F:1][C:2]1[CH:7]=[CH:6][C:5]([N:8]2[CH2:14][CH2:13][CH2:12][CH:11]([C:15](=[N:17][O:18][C:25]([C:24]3[CH:28]=[CH:29][C:21]([F:20])=[CH:22][CH:23]=3)=[O:26])[NH2:16])[CH2:10][C:9]2=[O:19])=[CH:4][CH:3]=1, predict the reactants needed to synthesize it. The reactants are: [F:1][C:2]1[CH:7]=[CH:6][C:5]([N:8]2[CH2:14][CH2:13][CH2:12][CH:11]([C:15](=[N:17][OH:18])[NH2:16])[CH2:10][C:9]2=[O:19])=[CH:4][CH:3]=1.[F:20][C:21]1[CH:29]=[CH:28][C:24]([C:25](Cl)=[O:26])=[CH:23][CH:22]=1.CCN(C(C)C)C(C)C.